The task is: Predict which catalyst facilitates the given reaction.. This data is from Catalyst prediction with 721,799 reactions and 888 catalyst types from USPTO. (1) The catalyst class is: 2. Product: [CH2:18]([O:17][C:15](=[O:16])[NH:25][C@@H:26]([CH2:29][OH:30])[C:27]([NH:9][C:6]1[CH:7]=[CH:8][C:3]([O:2][CH3:1])=[CH:4][CH:5]=1)=[O:28])[C:19]1[CH:20]=[CH:21][CH:22]=[CH:23][CH:24]=1. Reactant: [CH3:1][O:2][C:3]1[CH:8]=[CH:7][C:6]([NH2:9])=[CH:5][CH:4]=1.C1COCC1.[C:15]([NH:25][C@H:26]([C:29](O)=[O:30])[CH2:27][OH:28])([O:17][CH2:18][C:19]1[CH:24]=[CH:23][CH:22]=[CH:21][CH:20]=1)=[O:16].CCN=C=NCCCN(C)C. (2) Reactant: Br[C:2]1[CH:3]=[C:4]2[N:10]=[N:9][N:8]([CH2:11][CH3:12])[C:5]2=[N:6][CH:7]=1.[CH3:13][C:14]1([CH3:30])[C:18]([CH3:20])([CH3:19])[O:17][B:16]([B:16]2[O:17][C:18]([CH3:20])([CH3:19])[C:14]([CH3:30])([CH3:13])[O:15]2)[O:15]1.O1CCOCC1. Product: [CH2:11]([N:8]1[C:5]2=[N:6][CH:7]=[C:2]([B:16]3[O:17][C:18]([CH3:20])([CH3:19])[C:14]([CH3:30])([CH3:13])[O:15]3)[CH:3]=[C:4]2[N:10]=[N:9]1)[CH3:12]. The catalyst class is: 140. (3) Product: [Cl:5][CH2:6][CH2:7][CH2:8][C:9]([C:17]1[C:16]2[C:20](=[CH:21][CH:22]=[C:14]([C:12]#[N:13])[CH:15]=2)[NH:19][CH:18]=1)=[O:10]. Reactant: [Cl-].[Al+3].[Cl-].[Cl-].[Cl:5][CH2:6][CH2:7][CH2:8][C:9](Cl)=[O:10].[C:12]([C:14]1[CH:15]=[C:16]2[C:20](=[CH:21][CH:22]=1)[NH:19][CH:18]=[CH:17]2)#[N:13]. The catalyst class is: 4. (4) Reactant: [OH:1][CH:2]1[CH2:5][N:4]([C:6](=O)[C@:7]([NH:12][C:13](=O)OC(C)(C)C)([CH3:11])[CH:8]([CH3:10])[CH3:9])[CH2:3]1.[H-].[H-].[H-].[H-].[Li+].[Al+3]. Product: [CH3:11][C@:7]([NH:12][CH3:13])([CH:8]([CH3:10])[CH3:9])[CH2:6][N:4]1[CH2:3][CH:2]([OH:1])[CH2:5]1. The catalyst class is: 1. (5) Reactant: [OH:1][C:2]1[CH:9]=[C:8]([CH2:10][OH:11])[CH:7]=[CH:6][C:3]=1[CH:4]=O.[CH3:12][C:13]1[CH:14]=[CH:15][C:16]2[N:17]([CH:19]=[C:20]([CH2:22][C:23](OCC)=[O:24])[N:21]=2)[CH:18]=1.N1CCCCC1.C(O)(=O)C. Product: [OH:11][CH2:10][C:8]1[CH:9]=[C:2]2[C:3]([CH:4]=[C:22]([C:20]3[N:21]=[C:16]4[CH:15]=[CH:14][C:13]([CH3:12])=[CH:18][N:17]4[CH:19]=3)[C:23](=[O:24])[O:1]2)=[CH:6][CH:7]=1. The catalyst class is: 14. (6) Reactant: [Cl:1][C:2]1[CH:7]=[CH:6][CH:5]=[C:4]([Cl:8])[C:3]=1[N:9]1[CH:20]=[C:12]2[CH:13]=[N+:14]([O-])[CH:15]=[C:16]([O:17][CH3:18])[C:11]2=[N:10]1.P(Br)(Br)([Br:23])=O. Product: [Br:23][C:13]1[C:12]2=[CH:20][N:9]([C:3]3[C:2]([Cl:1])=[CH:7][CH:6]=[CH:5][C:4]=3[Cl:8])[N:10]=[C:11]2[C:16]([O:17][CH3:18])=[CH:15][N:14]=1. The catalyst class is: 26. (7) Reactant: I[C:2]1[CH:3]=[CH:4][C:5]2[N:6]([C:8]([CH3:15])=[C:9]([C:11]([F:14])([F:13])[F:12])[N:10]=2)[N:7]=1.[CH2:16]([Sn](CCCC)(CCCC)C=C)[CH2:17]CC. Product: [CH3:15][C:8]1[N:6]2[N:7]=[C:2]([CH:16]=[CH2:17])[CH:3]=[CH:4][C:5]2=[N:10][C:9]=1[C:11]([F:14])([F:13])[F:12]. The catalyst class is: 128. (8) Reactant: [C:1]([N:4]1[C:13]2[C:8](=[CH:9][C:10](Br)=[CH:11][CH:12]=2)[N:7]([C:15]([O:17][CH:18]([CH3:20])[CH3:19])=[O:16])[CH2:6][C@@H:5]1[CH3:21])(=[O:3])[CH3:2].O.C(=O)([O-])[O-].[Cs+].[Cs+].CC1(C)OB([C:35]2[CH:36]=[N:37][N:38]([CH2:40][C:41]3[CH:46]=[N:45][CH:44]=[CH:43][N:42]=3)[CH:39]=2)OC1(C)C. Product: [C:1]([N:4]1[C:13]2[C:8](=[CH:9][C:10]([C:35]3[CH:36]=[N:37][N:38]([CH2:40][C:41]4[CH:46]=[N:45][CH:44]=[CH:43][N:42]=4)[CH:39]=3)=[CH:11][CH:12]=2)[N:7]([C:15]([O:17][CH:18]([CH3:20])[CH3:19])=[O:16])[CH2:6][C@@H:5]1[CH3:21])(=[O:3])[CH3:2]. The catalyst class is: 658.